This data is from NCI-60 drug combinations with 297,098 pairs across 59 cell lines. The task is: Regression. Given two drug SMILES strings and cell line genomic features, predict the synergy score measuring deviation from expected non-interaction effect. (1) Drug 1: C1=NC2=C(N1)C(=S)N=CN2. Synergy scores: CSS=18.2, Synergy_ZIP=-8.15, Synergy_Bliss=-0.602, Synergy_Loewe=-13.6, Synergy_HSA=-0.540. Drug 2: C(CC(=O)O)C(=O)CN.Cl. Cell line: SN12C. (2) Drug 1: CC1=CC=C(C=C1)C2=CC(=NN2C3=CC=C(C=C3)S(=O)(=O)N)C(F)(F)F. Drug 2: COC1=NC(=NC2=C1N=CN2C3C(C(C(O3)CO)O)O)N. Cell line: UO-31. Synergy scores: CSS=0.604, Synergy_ZIP=-0.600, Synergy_Bliss=-1.48, Synergy_Loewe=-1.73, Synergy_HSA=-2.28. (3) Drug 1: C1CC(CNC1)C2=CC=C(C=C2)N3C=C4C=CC=C(C4=N3)C(=O)N. Drug 2: CN1C=C(C=N1)C2=C3N=C(C(=C(N3N=C2)N)Br)C4CCCNC4. Cell line: T-47D. Synergy scores: CSS=17.9, Synergy_ZIP=5.28, Synergy_Bliss=6.54, Synergy_Loewe=-0.432, Synergy_HSA=1.09. (4) Drug 1: C1=CC=C(C=C1)NC(=O)CCCCCCC(=O)NO. Drug 2: C1CN1C2=NC(=NC(=N2)N3CC3)N4CC4. Cell line: NCI-H322M. Synergy scores: CSS=11.6, Synergy_ZIP=-2.41, Synergy_Bliss=0.294, Synergy_Loewe=-2.10, Synergy_HSA=0.885. (5) Drug 1: CC12CCC3C(C1CCC2O)C(CC4=C3C=CC(=C4)O)CCCCCCCCCS(=O)CCCC(C(F)(F)F)(F)F. Drug 2: C(CC(=O)O)C(=O)CN.Cl. Cell line: 786-0. Synergy scores: CSS=16.4, Synergy_ZIP=-5.79, Synergy_Bliss=-0.734, Synergy_Loewe=-1.36, Synergy_HSA=-1.62.